The task is: Predict the reactants needed to synthesize the given product.. This data is from Full USPTO retrosynthesis dataset with 1.9M reactions from patents (1976-2016). (1) Given the product [Br:24][CH2:22][C:21]([C:19]1[CH:18]=[CH:17][N:16]=[C:15]([C:12]2[CH:11]=[CH:10][C:9]([Br:8])=[CH:14][CH:13]=2)[N:20]=1)=[O:23], predict the reactants needed to synthesize it. The reactants are: FC(F)(F)C(O)=O.[Br:8][C:9]1[CH:14]=[CH:13][C:12]([C:15]2[N:20]=[C:19]([C:21](=[O:23])[CH3:22])[CH:18]=[CH:17][N:16]=2)=[CH:11][CH:10]=1.[Br-:24].[Br-].[Br-].C([N+](CCCC)(CCCC)CCCC)CCC.C([N+](CCCC)(CCCC)CCCC)CCC.C([N+](CCCC)(CCCC)CCCC)CCC. (2) Given the product [CH3:25][O:26][C:27](=[O:51])[CH2:28][CH2:29][NH:30][C:31](=[O:50])[C:32]1[CH:37]=[CH:36][C:35]([CH2:38][N:39]([CH:40]2[CH2:41][CH2:42][CH:43]([C:46]([CH3:47])([CH3:48])[CH3:49])[CH2:44][CH2:45]2)[C:8]([NH:9][C:10]2[CH:15]=[C:14]([C:16]([F:18])([F:19])[F:17])[CH:13]=[C:12]([C:20]([F:23])([F:21])[F:22])[CH:11]=2)=[O:24])=[CH:34][CH:33]=1, predict the reactants needed to synthesize it. The reactants are: C1(O[C:8](=[O:24])[NH:9][C:10]2[CH:15]=[C:14]([C:16]([F:19])([F:18])[F:17])[CH:13]=[C:12]([C:20]([F:23])([F:22])[F:21])[CH:11]=2)C=CC=CC=1.[CH3:25][O:26][C:27](=[O:51])[CH2:28][CH2:29][NH:30][C:31](=[O:50])[C:32]1[CH:37]=[CH:36][C:35]([CH2:38][NH:39][CH:40]2[CH2:45][CH2:44][CH:43]([C:46]([CH3:49])([CH3:48])[CH3:47])[CH2:42][CH2:41]2)=[CH:34][CH:33]=1.FC(F)(F)C([O-])=O.C(N(CC)CC)C. (3) Given the product [F:1][C:2]1[CH:3]=[CH:4][C:5]([C:8]([C:10]2[C:19]([NH2:20])=[C:18]3[C:13]([CH:14]=[CH:15][CH:16]=[N:17]3)=[CH:12][CH:11]=2)=[O:9])=[N:6][CH:7]=1, predict the reactants needed to synthesize it. The reactants are: [F:1][C:2]1[CH:3]=[CH:4][C:5]([C:8]([C:10]2[C:19]([N+:20]([O-])=O)=[C:18]3[C:13]([CH:14]=[CH:15][CH:16]=[N:17]3)=[CH:12][CH:11]=2)=[O:9])=[N:6][CH:7]=1. (4) Given the product [CH3:16][O:13][C:12](=[O:14])[CH2:11][CH2:10][CH2:9][CH2:8][CH2:7][C:1]1[CH:6]=[CH:5][CH:4]=[CH:3][CH:2]=1, predict the reactants needed to synthesize it. The reactants are: [C:1]1([CH2:7][CH2:8][CH2:9][CH2:10][CH2:11][C:12]([OH:14])=[O:13])[CH:6]=[CH:5][CH:4]=[CH:3][CH:2]=1.Cl.[CH3:16]O. (5) Given the product [Br:20][C:9]1[S:8][C:7]([C:5]([OH:6])=[O:4])=[C:11]([NH:12][C:13]([O:15][C:16]([CH3:19])([CH3:18])[CH3:17])=[O:14])[CH:10]=1, predict the reactants needed to synthesize it. The reactants are: [OH-].[Li+].C[O:4][C:5]([C:7]1[S:8][C:9]([Br:20])=[CH:10][C:11]=1[NH:12][C:13]([O:15][C:16]([CH3:19])([CH3:18])[CH3:17])=[O:14])=[O:6].Cl. (6) The reactants are: C(OC(=O)[NH:7][C:8]1[N:9]([CH3:26])[C:10](=[O:25])[C:11]([CH3:24])([CH3:23])[C@:12]([C:15]2[CH:20]=[C:19]([NH2:21])[CH:18]=[CH:17][C:16]=2[F:22])([CH3:14])[N:13]=1)(C)(C)C.[F:28][C:29]([F:35])([F:34])[CH2:30][C:31](O)=[O:32]. Given the product [NH2:7][C:8]1[N:9]([CH3:26])[C:10](=[O:25])[C:11]([CH3:24])([CH3:23])[C@:12]([C:15]2[CH:20]=[C:19]([NH:21][C:31](=[O:32])[CH2:30][C:29]([F:35])([F:34])[F:28])[CH:18]=[CH:17][C:16]=2[F:22])([CH3:14])[N:13]=1, predict the reactants needed to synthesize it. (7) Given the product [Cl:1][C:2]1[CH:3]=[C:4]2[C:9](=[CH:10][CH:11]=1)[N:8]=[C:7]([O:12][CH3:13])[C:6]([NH:14][C:15]([N:30]1[CH2:29][CH2:28][N:27]([C:22]3[CH:23]=[CH:24][CH:25]=[CH:26][C:21]=3[F:20])[CH2:32][CH2:31]1)=[O:19])=[N:5]2, predict the reactants needed to synthesize it. The reactants are: [Cl:1][C:2]1[CH:3]=[C:4]2[C:9](=[CH:10][CH:11]=1)[N:8]=[C:7]([O:12][CH3:13])[C:6]([NH:14][C:15](=[O:19])OCC)=[N:5]2.[F:20][C:21]1[CH:26]=[CH:25][CH:24]=[CH:23][C:22]=1[N:27]1[CH2:32][CH2:31][NH:30][CH2:29][CH2:28]1. (8) Given the product [F:22][C:20]1[CH:19]=[CH:18][C:17]([O:23][CH3:24])=[C:16]([C:4]2[C:3]([CH2:2][NH:30][C:29]3[CH:31]=[CH:32][C:26]([CH3:25])=[CH:27][CH:28]=3)=[C:12]3[C:7]([NH:8][C:9]([CH3:15])([CH3:14])[C:10](=[O:13])[NH:11]3)=[CH:6][CH:5]=2)[CH:21]=1, predict the reactants needed to synthesize it. The reactants are: Cl[CH2:2][C:3]1[C:4]([C:16]2[CH:21]=[C:20]([F:22])[CH:19]=[CH:18][C:17]=2[O:23][CH3:24])=[CH:5][CH:6]=[C:7]2[C:12]=1[NH:11][C:10](=[O:13])[C:9]([CH3:15])([CH3:14])[NH:8]2.[CH3:25][C:26]1[CH:32]=[CH:31][C:29]([NH2:30])=[CH:28][CH:27]=1.C(=O)([O-])[O-].[K+].[K+].C(OCC)(=O)C. (9) Given the product [Cl:1][C:2]1[CH:15]=[CH:14][C:5]2=[CH:6][CH:7]=[C:8]3[C:13]([CH:12]=[N+:11]([O-:24])[CH:10]=[CH:9]3)=[C:4]2[CH:3]=1, predict the reactants needed to synthesize it. The reactants are: [Cl:1][C:2]1[CH:15]=[CH:14][C:5]2=[CH:6][CH:7]=[C:8]3[C:13]([CH:12]=[N:11][CH:10]=[CH:9]3)=[C:4]2[CH:3]=1.C1C=C(Cl)C=C(C(OO)=[O:24])C=1.